This data is from Full USPTO retrosynthesis dataset with 1.9M reactions from patents (1976-2016). The task is: Predict the reactants needed to synthesize the given product. (1) Given the product [C:1]1([CH3:10])[CH:6]=[CH:5][C:4]([N:7]2[CH:12]3[CH:11]2[CH2:18][CH2:17][CH2:16][CH2:15][CH2:14][CH2:13]3)=[CH:3][CH:2]=1, predict the reactants needed to synthesize it. The reactants are: [C:1]1([CH3:10])[CH:6]=[CH:5][C:4]([N:7]=[N+]=[N-])=[CH:3][CH:2]=1.[CH:11]1=[CH:12][CH2:13][CH2:14][CH2:15][CH2:16][CH2:17][CH2:18]1. (2) Given the product [CH3:23][O:24][C:25]([NH:27][C:28]1[CH:33]=[CH:32][C:31]([C:2]2[N:7]=[CH:6][C:5]([CH2:8][O:9][CH:10]3[CH2:15][CH2:14][N:13]([C:16]([O:18][C:19]([CH3:22])([CH3:21])[CH3:20])=[O:17])[CH2:12][CH2:11]3)=[CH:4][CH:3]=2)=[CH:30][CH:29]=1)=[O:26], predict the reactants needed to synthesize it. The reactants are: Cl[C:2]1[N:7]=[CH:6][C:5]([CH2:8][O:9][CH:10]2[CH2:15][CH2:14][N:13]([C:16]([O:18][C:19]([CH3:22])([CH3:21])[CH3:20])=[O:17])[CH2:12][CH2:11]2)=[CH:4][CH:3]=1.[CH3:23][O:24][C:25]([NH:27][C:28]1[CH:33]=[CH:32][C:31](B(O)O)=[CH:30][CH:29]=1)=[O:26].C([O-])([O-])=O.[K+].[K+].